Predict the reactants needed to synthesize the given product. From a dataset of Full USPTO retrosynthesis dataset with 1.9M reactions from patents (1976-2016). (1) Given the product [CH3:1][S:2]([O:6][CH2:7][CH2:8][N:9]([C:10]([O:11][C:12]([CH3:13])([CH3:14])[CH3:15])=[O:16])[CH3:17])(=[O:4])=[O:3], predict the reactants needed to synthesize it. The reactants are: [CH3:1][S:2](Cl)(=[O:4])=[O:3].[OH:6][CH2:7][CH2:8][N:9]([CH3:17])[C:10](=[O:16])[O:11][C:12]([CH3:15])([CH3:14])[CH3:13].O. (2) Given the product [Cl:8][C:6]1[CH:7]=[C:2]([NH:24][C:22]2[CH:21]=[CH:20][CH:19]=[C:18]([N:14]3[CH2:15][CH2:16][CH2:17][CH:13]3[CH3:12])[N:23]=2)[C:3]2[N:4]([CH:9]=[CH:10][N:11]=2)[N:5]=1, predict the reactants needed to synthesize it. The reactants are: Br[C:2]1[C:3]2[N:4]([CH:9]=[CH:10][N:11]=2)[N:5]=[C:6]([Cl:8])[CH:7]=1.[CH3:12][CH:13]1[CH2:17][CH2:16][CH2:15][N:14]1[C:18]1[N:23]=[C:22]([NH2:24])[CH:21]=[CH:20][CH:19]=1.C1C=CC(P(C2C(C3C(P(C4C=CC=CC=4)C4C=CC=CC=4)=CC=C4C=3C=CC=C4)=C3C(C=CC=C3)=CC=2)C2C=CC=CC=2)=CC=1.C([O-])([O-])=O.[Cs+].[Cs+].